The task is: Predict the reaction yield, written as a fraction of the theoretical maximum amount of product (1.0 means a 100% yield; for example, 0.34 means a 34% yield).. This data is from Reaction yield outcomes from USPTO patents with 853,638 reactions. (1) The reactants are [Cl:1][C:2]1[CH:3]=[CH:4][C:5]2[N:9]=[N:8][NH:7][C:6]=2[CH:10]=1.[Cl:11][CH2:12][CH2:13][CH2:14]Br. The catalyst is [OH-].[Na+].[Br-].C([N+](CCCC)(CCCC)CCCC)CCC. The product is [Cl:11][CH2:12][CH2:13][CH2:14][N:7]1[C:6]2[CH:10]=[C:2]([Cl:1])[CH:3]=[CH:4][C:5]=2[N:9]=[N:8]1. The yield is 0.317. (2) The reactants are [Cl:1][C:2]1[CH:7]=[CH:6][C:5]([C:8]2[N:12]([C:13]3[CH:18]=[CH:17][C:16]([Cl:19])=[CH:15][C:14]=3[Cl:20])[N:11]=[C:10]([C:21](Cl)=[O:22])[C:9]=2[CH3:24])=[CH:4][CH:3]=1.[CH:25]1([C:28]([NH2:30])=[O:29])[CH2:27][CH2:26]1.C[Si]([N-][Si](C)(C)C)(C)C.[Li+]. No catalyst specified. The product is [CH:25]1([C:28]([NH:30][C:21]([C:10]2[C:9]([CH3:24])=[C:8]([C:5]3[CH:4]=[CH:3][C:2]([Cl:1])=[CH:7][CH:6]=3)[N:12]([C:13]3[CH:18]=[CH:17][C:16]([Cl:19])=[CH:15][C:14]=3[Cl:20])[N:11]=2)=[O:22])=[O:29])[CH2:27][CH2:26]1. The yield is 0.960. (3) The reactants are [Br:1][C:2]1[CH:3]=[C:4]([CH:9]2[C:18]3[C:17](=[O:19])[NH:16][CH2:15][CH2:14][C:13]=3[NH:12][C:11]([CH3:20])=[C:10]2[C:21]([O:23][CH3:24])=[O:22])[CH:5]=[CH:6][C:7]=1[F:8].BrN1C(=O)CCC1=O. The catalyst is CN(C)C=O. The product is [Br:1][C:2]1[CH:3]=[C:4]([CH:9]2[C:18]3[C:17](=[O:19])[NH:16][CH:15]=[CH:14][C:13]=3[NH:12][C:11]([CH3:20])=[C:10]2[C:21]([O:23][CH3:24])=[O:22])[CH:5]=[CH:6][C:7]=1[F:8]. The yield is 0.650. (4) The reactants are [NH2:1]N.[F:3][C:4]1[CH:9]=[CH:8][C:7]([CH:10]2[CH2:15][CH2:14][N:13]([CH2:16][CH2:17][CH2:18]C3C=CC=C4C(NC(=O)C=34)=O)[CH2:12][CH2:11]2)=[CH:6][CH:5]=1. The catalyst is CO. The product is [F:3][C:4]1[CH:5]=[CH:6][C:7]([CH:10]2[CH2:11][CH2:12][N:13]([CH2:16][CH2:17][CH2:18][NH2:1])[CH2:14][CH2:15]2)=[CH:8][CH:9]=1. The yield is 0.930. (5) The reactants are C[O:2][C:3]([C:5]1([CH3:11])[CH2:10][CH2:9][O:8][CH2:7][CH2:6]1)=O.CC(C[AlH]CC(C)C)C.[NH4+].[Cl-].C(C(C(C([O-])=O)O)O)([O-])=O.[K+].[Na+]. The catalyst is C(Cl)Cl.CCOC(C)=O. The product is [CH3:11][C:5]1([CH2:3][OH:2])[CH2:10][CH2:9][O:8][CH2:7][CH2:6]1. The yield is 0.690. (6) The reactants are [CH3:1][Si:2]([CH3:9])([CH3:8])[C:3]1[S:4][CH:5]=[CH:6][N:7]=1.C([Li])CCC.B(F)(F)F.CCOCC.[N:24]1[O:25][CH2:26][C@@H:27]2[CH2:31][N:30]([C:32]([O:34][CH2:35][C:36]3[CH:41]=[CH:40][CH:39]=[CH:38][CH:37]=3)=[O:33])[CH2:29][C:28]=12. The catalyst is O1CCCC1.C1(C)C=CC=CC=1. The product is [CH3:1][Si:2]([CH3:9])([CH3:8])[C:3]1[S:4][C:5]([C:28]23[CH2:29][N:30]([C:32]([O:34][CH2:35][C:36]4[CH:41]=[CH:40][CH:39]=[CH:38][CH:37]=4)=[O:33])[CH2:31][CH:27]2[CH2:26][O:25][NH:24]3)=[CH:6][N:7]=1. The yield is 0.750.